Dataset: NCI-60 drug combinations with 297,098 pairs across 59 cell lines. Task: Regression. Given two drug SMILES strings and cell line genomic features, predict the synergy score measuring deviation from expected non-interaction effect. (1) Drug 1: CNC(=O)C1=NC=CC(=C1)OC2=CC=C(C=C2)NC(=O)NC3=CC(=C(C=C3)Cl)C(F)(F)F. Synergy scores: CSS=29.7, Synergy_ZIP=-1.50, Synergy_Bliss=-1.90, Synergy_Loewe=-23.0, Synergy_HSA=-3.49. Cell line: ACHN. Drug 2: N.N.Cl[Pt+2]Cl. (2) Drug 1: CC1=CC=C(C=C1)C2=CC(=NN2C3=CC=C(C=C3)S(=O)(=O)N)C(F)(F)F. Drug 2: C1CCC(C(C1)N)N.C(=O)(C(=O)[O-])[O-].[Pt+4]. Cell line: COLO 205. Synergy scores: CSS=22.5, Synergy_ZIP=0.387, Synergy_Bliss=-2.60, Synergy_Loewe=-16.8, Synergy_HSA=-1.99. (3) Drug 1: CC1=C(C=C(C=C1)NC2=NC=CC(=N2)N(C)C3=CC4=NN(C(=C4C=C3)C)C)S(=O)(=O)N.Cl. Drug 2: CC1C(C(CC(O1)OC2CC(CC3=C2C(=C4C(=C3O)C(=O)C5=CC=CC=C5C4=O)O)(C(=O)C)O)N)O. Cell line: MDA-MB-435. Synergy scores: CSS=61.8, Synergy_ZIP=8.72, Synergy_Bliss=9.58, Synergy_Loewe=-2.05, Synergy_HSA=13.0. (4) Cell line: K-562. Synergy scores: CSS=69.6, Synergy_ZIP=2.22, Synergy_Bliss=2.05, Synergy_Loewe=-38.4, Synergy_HSA=1.51. Drug 1: C1=NC2=C(N=C(N=C2N1C3C(C(C(O3)CO)O)O)F)N. Drug 2: CC1C(C(CC(O1)OC2CC(OC(C2O)C)OC3=CC4=CC5=C(C(=O)C(C(C5)C(C(=O)C(C(C)O)O)OC)OC6CC(C(C(O6)C)O)OC7CC(C(C(O7)C)O)OC8CC(C(C(O8)C)O)(C)O)C(=C4C(=C3C)O)O)O)O.